From a dataset of CYP2C19 inhibition data for predicting drug metabolism from PubChem BioAssay. Regression/Classification. Given a drug SMILES string, predict its absorption, distribution, metabolism, or excretion properties. Task type varies by dataset: regression for continuous measurements (e.g., permeability, clearance, half-life) or binary classification for categorical outcomes (e.g., BBB penetration, CYP inhibition). Dataset: cyp2c19_veith. (1) The molecule is Cc1oc(-c2ccccc2)cc1C(=O)Nc1ccc2ccccc2c1. The result is 0 (non-inhibitor). (2) The molecule is S[C@@H]1CCCN(Cc2ccccc2)C1. The result is 1 (inhibitor). (3) The compound is O=C(O)[C@H](Cc1cnc[nH]1)N1C(=O)c2ccccc2C1=O. The result is 0 (non-inhibitor). (4) The compound is Nc1nc(=O)c2[nH]cnc2n1O. The result is 0 (non-inhibitor). (5) The molecule is Oc1c(CN2CCOCC2)ccc(CN2CCOCC2)c1O. The result is 0 (non-inhibitor). (6) The molecule is COc1ccc2cccc(N3CCN(CCNC(=O)c4ccc(F)cc4)CC3)c2c1. The result is 0 (non-inhibitor). (7) The drug is N#Cc1cccc(NC(=O)N2CC3(CCN(C(=O)c4cnccn4)CC3)C2)c1. The result is 0 (non-inhibitor). (8) The compound is COc1ccc(CNC(=O)CN(CC2CCCO2)C(=O)CNS(=O)(=O)c2ccccc2)cc1. The result is 1 (inhibitor).